This data is from Forward reaction prediction with 1.9M reactions from USPTO patents (1976-2016). The task is: Predict the product of the given reaction. (1) Given the reactants [C:1]([O:4][CH:5]1[C:9]2=[N:10][CH:11]=[C:12]([NH2:29])[C:13]([N:14]3[CH2:19][C@H:18]([CH3:20])[CH2:17][C@H:16]([NH:21][C:22]([O:24][C:25]([CH3:28])([CH3:27])[CH3:26])=[O:23])[CH2:15]3)=[C:8]2[CH2:7][CH2:6]1)(=[O:3])[CH3:2].[C:30]([O:34][C:35]([NH:37][C:38]1[S:42][C:41]([C:43]2[C:48]([F:49])=[CH:47][CH:46]=[C:45]([O:50][CH3:51])[C:44]=2[F:52])=[N:40][C:39]=1[C:53](O)=[O:54])=[O:36])([CH3:33])([CH3:32])[CH3:31].CN(C(ON1N=NC2C=CC=NC1=2)=[N+](C)C)C.F[P-](F)(F)(F)(F)F.CCN(C(C)C)C(C)C, predict the reaction product. The product is: [C:1]([O:4][CH:5]1[C:9]2=[N:10][CH:11]=[C:12]([NH:29][C:53]([C:39]3[N:40]=[C:41]([C:43]4[C:48]([F:49])=[CH:47][CH:46]=[C:45]([O:50][CH3:51])[C:44]=4[F:52])[S:42][C:38]=3[NH:37][C:35]([O:34][C:30]([CH3:33])([CH3:32])[CH3:31])=[O:36])=[O:54])[C:13]([N:14]3[CH2:19][C@H:18]([CH3:20])[CH2:17][C@H:16]([NH:21][C:22]([O:24][C:25]([CH3:28])([CH3:27])[CH3:26])=[O:23])[CH2:15]3)=[C:8]2[CH2:7][CH2:6]1)(=[O:3])[CH3:2]. (2) Given the reactants [F:1][C:2]1[CH:7]=[CH:6][C:5]([N:8]2[C:12]3[CH:13]=[N:14][CH:15]=[C:16]([C:17]([NH:19][C:20]4([C:23]5[CH:24]=[C:25]([CH:29]=[CH:30][CH:31]=5)[C:26]([OH:28])=O)[CH2:22][CH2:21]4)=[O:18])[C:11]=3[CH:10]=[N:9]2)=[CH:4][CH:3]=1.[NH2:32][CH2:33][C:34]([O:36][CH3:37])=[O:35].Cl.C(N(CC)C(C)C)(C)C.CN(C(ON1N=NC2C=CC=CC1=2)=[N+](C)C)C.[B-](F)(F)(F)F, predict the reaction product. The product is: [CH3:37][O:36][C:34](=[O:35])[CH2:33][NH:32][C:26](=[O:28])[C:25]1[CH:29]=[CH:30][CH:31]=[C:23]([C:20]2([NH:19][C:17]([C:16]3[C:11]4[CH:10]=[N:9][N:8]([C:5]5[CH:6]=[CH:7][C:2]([F:1])=[CH:3][CH:4]=5)[C:12]=4[CH:13]=[N:14][CH:15]=3)=[O:18])[CH2:22][CH2:21]2)[CH:24]=1. (3) Given the reactants [ClH:1].[O:2]=[C:3]1[CH2:7][CH2:6][N:5]([C@@H:8]2[CH2:13][CH2:12][CH2:11][CH2:10][C@@H:9]2[O:14][CH2:15][CH2:16][CH2:17][CH:18]2[CH2:23][CH2:22][CH2:21][CH2:20][CH2:19]2)[CH2:4]1.O1C2(CCN([C@H]3CCCC[C@@H]3OCCCC3CCCCC3)C2)OCC1.CC(=O)CC, predict the reaction product. The product is: [ClH:1].[O:2]=[C:3]1[CH2:7][CH2:6][N:5]([C@H:8]2[CH2:13][CH2:12][CH2:11][CH2:10][C@@H:9]2[O:14][CH2:15][CH2:16][CH2:17][CH:18]2[CH2:23][CH2:22][CH2:21][CH2:20][CH2:19]2)[CH2:4]1. (4) Given the reactants [CH3:1][O:2][CH2:3][O:4][C:5]1[CH:6]=[C:7]([CH2:15][OH:16])[CH:8]=[C:9]([O:11][CH2:12][O:13][CH3:14])[CH:10]=1.[Br:17]N1C(=O)CCC1=O.O, predict the reaction product. The product is: [Br:17][C:6]1[C:5]([O:4][CH2:3][O:2][CH3:1])=[CH:10][C:9]([O:11][CH2:12][O:13][CH3:14])=[CH:8][C:7]=1[CH2:15][OH:16]. (5) Given the reactants [Br:1][C:2]1[CH:3]=[C:4]2[C:8](=[CH:9][CH:10]=1)[NH:7][CH2:6][CH2:5]2.[C:11]1(=O)[CH2:16][CH2:15][CH2:14][CH2:13][CH2:12]1.C([BH3-])#N.[Na+], predict the reaction product. The product is: [Br:1][C:2]1[CH:3]=[C:4]2[C:8](=[CH:9][CH:10]=1)[N:7]([CH:11]1[CH2:16][CH2:15][CH2:14][CH2:13][CH2:12]1)[CH2:6][CH2:5]2. (6) Given the reactants Br[C:2]1[CH:11]=[CH:10][CH:9]=[CH:8][C:3]=1[O:4][CH2:5][C:6]#[N:7].[F:12][C:13]1[CH:18]=[C:17](B2OC(C)(C)C(C)(C)O2)[CH:16]=[CH:15][C:14]=1[C:28]1[CH:29]=[N:30][C:31]([NH2:34])=[N:32][CH:33]=1, predict the reaction product. The product is: [NH2:34][C:31]1[N:32]=[CH:33][C:28]([C:14]2[CH:15]=[CH:16][C:17]([C:2]3[CH:11]=[CH:10][CH:9]=[CH:8][C:3]=3[O:4][CH2:5][C:6]#[N:7])=[CH:18][C:13]=2[F:12])=[CH:29][N:30]=1.